This data is from Reaction yield outcomes from USPTO patents with 853,638 reactions. The task is: Predict the reaction yield, written as a fraction of the theoretical maximum amount of product (1.0 means a 100% yield; for example, 0.34 means a 34% yield). (1) The reactants are C([O:8][C:9]1[CH:18]=[CH:17][C:16]2[C:11](=[CH:12][CH:13]=[C:14]([O:19][CH3:20])[CH:15]=2)[C:10]=1[O:21][C:22]1[CH:36]=[CH:35][C:25]([O:26][CH2:27][CH2:28][N:29]2[CH2:34][CH2:33][CH2:32][CH2:31][CH2:30]2)=[CH:24][CH:23]=1)C1C=CC=CC=1.C([O-])=O.[NH4+]. The catalyst is [OH-].[OH-].[Pd+2].CO.C(OCC)(=O)C. The product is [CH3:20][O:19][C:14]1[CH:15]=[C:16]2[C:11](=[CH:12][CH:13]=1)[C:10]([O:21][C:22]1[CH:23]=[CH:24][C:25]([O:26][CH2:27][CH2:28][N:29]3[CH2:30][CH2:31][CH2:32][CH2:33][CH2:34]3)=[CH:35][CH:36]=1)=[C:9]([OH:8])[CH:18]=[CH:17]2. The yield is 0.985. (2) The reactants are C([O:5][C:6](=[O:31])[N:7]([CH2:9][C:10]1[CH:14]=[C:13]([C:15]2[C:16]([Cl:21])=[N:17][CH:18]=[CH:19][CH:20]=2)[N:12]([S:22]([C:25]2[CH:26]=[N:27][CH:28]=[CH:29][CH:30]=2)(=[O:24])=[O:23])[CH:11]=1)C)(C)(C)C.[C:32]([O:35]CC)(=[O:34])[CH3:33].Cl.[CH2:39](O)C. The yield is 0.680. No catalyst specified. The product is [C:6]([OH:5])(=[O:31])/[CH:39]=[CH:33]/[C:32]([OH:35])=[O:34].[Cl:21][C:16]1[C:15]([C:13]2[N:12]([S:22]([C:25]3[CH:26]=[N:27][CH:28]=[CH:29][CH:30]=3)(=[O:23])=[O:24])[CH:11]=[C:10]([CH2:9][NH:7][CH3:6])[CH:14]=2)=[CH:20][CH:19]=[CH:18][N:17]=1. (3) The reactants are C([C@@H]1COC(=O)N1[C:14](=[O:40])[C@H:15]([CH3:39])[C@H:16]([C@H:25]1[CH2:29][O:28][C:27]([CH3:31])([CH3:30])[N:26]1[C:32]([O:34][C:35]([CH3:38])([CH3:37])[CH3:36])=[O:33])[O:17][Si:18]([C:21]([CH3:24])([CH3:23])[CH3:22])([CH3:20])[CH3:19])C1C=CC=CC=1.C(O)C.[Li+].[BH4-]. The catalyst is C1COCC1.C(OCC)C.[OH-].[Na+]. The product is [Si:18]([O:17][C@@H:16]([C@H:25]1[CH2:29][O:28][C:27]([CH3:31])([CH3:30])[N:26]1[C:32]([O:34][C:35]([CH3:36])([CH3:38])[CH3:37])=[O:33])[C@@H:15]([CH3:39])[CH2:14][OH:40])([C:21]([CH3:22])([CH3:23])[CH3:24])([CH3:20])[CH3:19]. The yield is 0.710. (4) The reactants are [CH2:1]([N:5]([S:15]([C:18]1[CH:23]=[CH:22][C:21]([N+:24]([O-:26])=[O:25])=[CH:20][CH:19]=1)(=[O:17])=[O:16])[C@H:6]([C:12]([OH:14])=[O:13])[CH2:7][CH2:8][CH2:9][CH2:10][NH2:11])[CH:2]([CH3:4])[CH3:3].[CH2:27]1[O:40][C:39]2[CH:38]=[CH:37][C:31]([CH:32]=[CH:33][C:34](O)=[O:35])=[CH:30][C:29]=2[O:28]1. No catalyst specified. The product is [CH2:1]([N:5]([S:15]([C:18]1[CH:23]=[CH:22][C:21]([N+:24]([O-:26])=[O:25])=[CH:20][CH:19]=1)(=[O:17])=[O:16])[C@H:6]([C:12]([OH:14])=[O:13])[CH2:7][CH2:8][CH2:9][CH2:10][NH:11][C:34](=[O:35])[CH:33]=[CH:32][C:31]1[CH:37]=[CH:38][C:39]2[O:40][CH2:27][O:28][C:29]=2[CH:30]=1)[CH:2]([CH3:4])[CH3:3]. The yield is 0.760. (5) The reactants are C(OC([N:8]1[CH2:13][CH2:12][CH:11]([C:14]2[CH:19]=[CH:18][C:17]([NH:20][C:21]([C:23]3[N:27]=[C:26]([Cl:28])[N:25](COCC[Si](C)(C)C)[N:24]=3)=[O:22])=[C:16]([C:37]3[CH2:42][CH2:41][CH2:40][CH2:39][CH:38]=3)[CH:15]=2)[CH2:10][CH2:9]1)=O)(C)(C)C.CCO.[C:46]([OH:52])([C:48]([F:51])([F:50])[F:49])=[O:47]. The catalyst is C(Cl)Cl. The product is [F:49][C:48]([F:51])([F:50])[C:46]([OH:52])=[O:47].[C:37]1([C:16]2[CH:15]=[C:14]([CH:11]3[CH2:10][CH2:9][NH:8][CH2:13][CH2:12]3)[CH:19]=[CH:18][C:17]=2[NH:20][C:21]([C:23]2[N:27]=[C:26]([Cl:28])[NH:25][N:24]=2)=[O:22])[CH2:42][CH2:41][CH2:40][CH2:39][CH:38]=1. The yield is 0.580.